Dataset: Reaction yield outcomes from USPTO patents with 853,638 reactions. Task: Predict the reaction yield, written as a fraction of the theoretical maximum amount of product (1.0 means a 100% yield; for example, 0.34 means a 34% yield). (1) The reactants are [CH3:1][O:2][C:3]1[CH:8]=[CH:7][C:6](B(O)O)=[CH:5][CH:4]=1.[CH2:12]([O:14][C:15](=[O:40])[CH2:16][C@H:17]1[C:25]2[C:20](=[CH:21][C:22]([O:26][CH2:27][CH2:28][CH2:29][N:30]([C:32]3[C:37](Cl)=[CH:36][N:35]=[C:34]([Cl:39])[N:33]=3)[CH3:31])=[CH:23][CH:24]=2)[CH2:19][CH2:18]1)[CH3:13].C(Cl)Cl.C([O-])([O-])=O.[Na+].[Na+]. The catalyst is C1(C)C=CC=CC=1.O1CCOCC1.C1C=CC(P(C2C=CC=CC=2)[C-]2C=CC=C2)=CC=1.C1C=CC(P(C2C=CC=CC=2)[C-]2C=CC=C2)=CC=1.Cl[Pd]Cl.[Fe+2]. The product is [CH2:12]([O:14][C:15](=[O:40])[CH2:16][C@H:17]1[C:25]2[C:20](=[CH:21][C:22]([O:26][CH2:27][CH2:28][CH2:29][N:30]([C:32]3[C:37]([C:6]4[CH:7]=[CH:8][C:3]([O:2][CH3:1])=[CH:4][CH:5]=4)=[CH:36][N:35]=[C:34]([Cl:39])[N:33]=3)[CH3:31])=[CH:23][CH:24]=2)[CH2:19][CH2:18]1)[CH3:13]. The yield is 0.790. (2) The reactants are [OH:1][C:2]1[CH:7]=[CH:6][C:5]([C:8](=[C:24]2[CH2:29][CH2:28][O:27][CH2:26][CH2:25]2)[C:9]2[CH:14]=[CH:13][C:12](/[CH:15]=[CH:16]/[C:17]([O:19]C(C)(C)C)=[O:18])=[CH:11][CH:10]=2)=[CH:4][CH:3]=1. The catalyst is C(Cl)Cl.C(O)(C(F)(F)F)=O. The product is [OH:1][C:2]1[CH:3]=[CH:4][C:5]([C:8](=[C:24]2[CH2:25][CH2:26][O:27][CH2:28][CH2:29]2)[C:9]2[CH:14]=[CH:13][C:12](/[CH:15]=[CH:16]/[C:17]([OH:19])=[O:18])=[CH:11][CH:10]=2)=[CH:6][CH:7]=1. The yield is 0.330. (3) The product is [I:26][C:24]1[CH:25]=[C:21]([C:19]([NH:8][CH2:9]/[CH:10]=[CH:11]/[C:12]([O:14][CH2:15][CH3:16])=[O:13])=[O:20])[NH:22][CH:23]=1. The reactants are FC(F)(F)C(O)=O.[NH2:8][CH2:9]/[CH:10]=[CH:11]/[C:12]([O:14][CH2:15][CH3:16])=[O:13].ClC(Cl)(Cl)[C:19]([C:21]1[NH:22][CH:23]=[C:24]([I:26])[CH:25]=1)=[O:20].C(N(CC)C(C)C)(C)C. The catalyst is ClCCl. The yield is 0.680. (4) The reactants are [Cl:1][C:2]1[CH:3]=[C:4]([C:9]2[O:13][N:12]=[CH:11][C:10]=2[CH2:14][CH2:15][C:16]([OH:18])=[O:17])[CH:5]=[C:6]([Cl:8])[CH:7]=1.S(=O)(=O)(O)O.[CH3:24]O. No catalyst specified. The product is [Cl:1][C:2]1[CH:3]=[C:4]([C:9]2[O:13][N:12]=[CH:11][C:10]=2[CH2:14][CH2:15][C:16]([O:18][CH3:24])=[O:17])[CH:5]=[C:6]([Cl:8])[CH:7]=1. The yield is 0.990. (5) The reactants are [CH:1]1([CH2:6][CH:7]([C:11]2[CH:16]=[CH:15][C:14]([Cl:17])=[C:13]([Cl:18])[CH:12]=2)[C:8]([OH:10])=O)[CH2:5][CH2:4][CH2:3][CH2:2]1.C(Cl)(=O)C(Cl)=O.[NH2:25][C:26]1[CH:31]=[CH:30][CH:29]=[CH:28][N:27]=1.C(N(CC)C(C)C)(C)C. The catalyst is C(Cl)Cl.CN(C)C=O.O1CCCC1.O. The product is [CH:1]1([CH2:6][CH:7]([C:11]2[CH:16]=[CH:15][C:14]([Cl:17])=[C:13]([Cl:18])[CH:12]=2)[C:8]([NH:25][C:26]2[CH:31]=[CH:30][CH:29]=[CH:28][N:27]=2)=[O:10])[CH2:2][CH2:3][CH2:4][CH2:5]1. The yield is 0.500. (6) The catalyst is O. The reactants are [Br:1][C:2]1[CH:3]=[C:4]([CH:6]=[CH:7][CH:8]=1)[NH2:5].Cl[C:10](Cl)(Cl)[CH:11]([OH:13])O.Cl.[NH2:17][OH:18].S([O-])([O-])(=O)=O.[Na+].[Na+].Cl. The yield is 0.850. The product is [Br:1][C:2]1[CH:3]=[C:4]([NH:5][C:11](=[O:13])[CH:10]=[N:17][OH:18])[CH:6]=[CH:7][CH:8]=1. (7) The reactants are [NH2:1][C:2]1[C:11]2[CH:10]=[CH:9][C:8]([F:12])=[C:7](Br)[C:6]=2[N:5]=[C:4]2[CH2:14][N:15]([CH:18]3[CH2:21][CH2:20][CH2:19]3)[C:16](=[O:17])[C:3]=12.[CH3:22][O:23][C:24]1[CH:25]=[C:26](B(O)O)[CH:27]=[CH:28][C:29]=1[O:30][CH3:31]. No catalyst specified. The product is [NH2:1][C:2]1[C:11]2[CH:10]=[CH:9][C:8]([F:12])=[C:7]([C:27]3[CH:26]=[CH:25][C:24]([O:23][CH3:22])=[C:29]([O:30][CH3:31])[CH:28]=3)[C:6]=2[N:5]=[C:4]2[CH2:14][N:15]([CH:18]3[CH2:21][CH2:20][CH2:19]3)[C:16](=[O:17])[C:3]=12. The yield is 0.700.